This data is from Reaction yield outcomes from USPTO patents with 853,638 reactions. The task is: Predict the reaction yield, written as a fraction of the theoretical maximum amount of product (1.0 means a 100% yield; for example, 0.34 means a 34% yield). (1) The reactants are C(OC([N:8]1[CH2:12][CH2:11][CH2:10][CH:9]1[C:13]1[NH:14][C:15]([C:18]2[CH:31]=[CH:30][C:29]3[C:28]4[C:23](=[CH:24][C:25]([Br:32])=[CH:26][CH:27]=4)[CH2:22][CH2:21][C:20]=3[CH:19]=2)=[CH:16][N:17]=1)=O)(C)(C)C.Cl.[CH3:34][O:35][C:36]([NH:38][CH:39]([CH:43]([CH3:45])[CH3:44])[C:40](O)=[O:41])=[O:37].CN(C(ON1N=NC2C=CC=NC1=2)=[N+](C)C)C.F[P-](F)(F)(F)(F)F.C(N(CC)C(C)C)(C)C. The catalyst is CO.O1CCOCC1. The product is [CH3:34][O:35][C:36](=[O:37])[NH:38][CH:39]([C:40]([N:8]1[CH2:12][CH2:11][CH2:10][CH:9]1[C:13]1[NH:14][C:15]([C:18]2[CH:31]=[CH:30][C:29]3[C:28]4[C:23](=[CH:24][C:25]([Br:32])=[CH:26][CH:27]=4)[CH2:22][CH2:21][C:20]=3[CH:19]=2)=[CH:16][N:17]=1)=[O:41])[CH:43]([CH3:45])[CH3:44]. The yield is 0.950. (2) The reactants are [N+:1]([C:4]1[CH:27]=[CH:26][C:25]([N:28]2[CH2:33][CH2:32][CH2:31][CH2:30][CH2:29]2)=[CH:24][C:5]=1[C:6]([NH:8][C:9]1[N:10]=[CH:11][N:12]([C:14]2[CH:19]=[CH:18][CH:17]=[C:16]([C:20]([F:23])([F:22])[F:21])[CH:15]=2)[CH:13]=1)=[O:7])([O-])=O. The catalyst is CO.ClCCl.[Pd]. The product is [NH2:1][C:4]1[CH:27]=[CH:26][C:25]([N:28]2[CH2:33][CH2:32][CH2:31][CH2:30][CH2:29]2)=[CH:24][C:5]=1[C:6]([NH:8][C:9]1[N:10]=[CH:11][N:12]([C:14]2[CH:19]=[CH:18][CH:17]=[C:16]([C:20]([F:22])([F:23])[F:21])[CH:15]=2)[CH:13]=1)=[O:7]. The yield is 0.850. (3) The yield is 0.520. The reactants are [Br:1][C:2]1[C:3]([S:22][C:23]2[C:24]3[CH2:32][N:31](C(OC(C)(C)C)=O)[CH2:30][CH2:29][C:25]=3[N:26]=[CH:27][N:28]=2)=[CH:4][C:5]([NH:8][C:9]2[S:10][CH:11]=[C:12]([CH2:14][CH2:15][C:16]3[CH:21]=[CH:20][CH:19]=[CH:18][CH:17]=3)[N:13]=2)=[N:6][CH:7]=1.C([O-])(O)=O.[Na+]. The catalyst is C(O)(C(F)(F)F)=O. The product is [Br:1][C:2]1[C:3]([S:22][C:23]2[C:24]3[CH2:32][NH:31][CH2:30][CH2:29][C:25]=3[N:26]=[CH:27][N:28]=2)=[CH:4][C:5]([NH:8][C:9]2[S:10][CH:11]=[C:12]([CH2:14][CH2:15][C:16]3[CH:17]=[CH:18][CH:19]=[CH:20][CH:21]=3)[N:13]=2)=[N:6][CH:7]=1.